From a dataset of Full USPTO retrosynthesis dataset with 1.9M reactions from patents (1976-2016). Predict the reactants needed to synthesize the given product. (1) Given the product [Br:13][C:14]1[N:18]([CH:19]2[CH2:24][CH2:23][N:22]([C:25]([O:27][CH:28]([CH3:29])[CH3:30])=[O:26])[CH2:21][CH2:20]2)[N:17]=[CH:16][C:15]=1[CH2:31][O:12][C:3]1[CH:4]=[CH:5][C:6]([S:8]([CH3:11])(=[O:9])=[O:10])=[CH:7][C:2]=1[F:1], predict the reactants needed to synthesize it. The reactants are: [F:1][C:2]1[CH:7]=[C:6]([S:8]([CH3:11])(=[O:10])=[O:9])[CH:5]=[CH:4][C:3]=1[OH:12].[Br:13][C:14]1[N:18]([CH:19]2[CH2:24][CH2:23][N:22]([C:25]([O:27][CH:28]([CH3:30])[CH3:29])=[O:26])[CH2:21][CH2:20]2)[N:17]=[CH:16][C:15]=1[CH2:31]O.[Si](OCCSC1C=CC(OCC2C=NN(C3CCN(C(OC(C)C)=O)CC3)C=2C#N)=C(F)C=1)(C(C)(C)C)(C)C. (2) Given the product [F:1][C:2]([F:7])([F:6])[C:3]([OH:5])=[O:4].[F:8][C:9]([F:14])([F:13])[C:10]([OH:12])=[O:11].[Cl:52][C:36]1[CH:37]=[N:38][C:39]2[NH:40][C:41]3[CH:42]=[N:43][CH:44]=[C:45]([CH:50]=3)[CH2:46][CH2:47][C:48]3[CH:49]=[C:33]([NH:34][C:35]=1[N:51]=2)[CH:32]=[CH:31][C:30]=3[NH:29][C:27](=[O:28])[CH2:26][CH:24]1[CH2:23][N:22]([C:58]([C:56]2[CH:57]=[N:53][NH:54][CH:55]=2)=[O:59])[CH2:25]1, predict the reactants needed to synthesize it. The reactants are: [F:1][C:2]([F:7])([F:6])[C:3]([OH:5])=[O:4].[F:8][C:9]([F:14])([F:13])[C:10]([OH:12])=[O:11].FC(F)(F)C(O)=O.[NH:22]1[CH2:25][CH:24]([CH2:26][C:27]([NH:29][C:30]2[CH:31]=[CH:32][C:33]3[NH:34][C:35]4[N:51]=[C:39]([NH:40][C:41]5[CH:42]=[N:43][CH:44]=[C:45]([CH:50]=5)[CH2:46][CH2:47][C:48]=2[CH:49]=3)[N:38]=[CH:37][C:36]=4[Cl:52])=[O:28])[CH2:23]1.[NH:53]1[CH:57]=[C:56]([C:58](O)=[O:59])[CH:55]=[N:54]1.